Dataset: Catalyst prediction with 721,799 reactions and 888 catalyst types from USPTO. Task: Predict which catalyst facilitates the given reaction. (1) Reactant: [CH3:1][CH2:2][C@H:3]1[C:7]2=[CH:8][C:9]3[N-:13][C:12]4[C:14]([C@@H:57]([C:60]([O:62][CH3:63])=[O:61])[C:58](=[O:59])[C:11]=4[C:10]=3[CH3:64])=[C:15]3[N:19]=[C:18]([CH:20]=[C:21]4[N-:26][C:24](=[CH:25][C:5](=[N:6]2)[C@@H:4]1[CH3:65])[C:23]([C:27]([CH3:29])=[O:28])=[C:22]4[CH3:30])[C@@H:17]([CH3:31])[C@@H:16]3[CH2:32][CH2:33][C:34]([O:36]C/C=C(/CCC[C@@H](CCC[C@@H](CCCC(C)C)C)C)\C)=[O:35].[Mg+2]. Product: [CH3:1][CH2:2][C@H:3]1[C:7]2=[CH:8][C:9]3[NH:13][C:12]4[C:14]([C@@H:57]([C:60]([O:62][CH3:63])=[O:61])[C:58](=[O:59])[C:11]=4[C:10]=3[CH3:64])=[C:15]3[N:19]=[C:18]([CH:20]=[C:21]4[NH:26][C:24](=[CH:25][C:5](=[N:6]2)[C@@H:4]1[CH3:65])[C:23]([C:27]([CH3:29])=[O:28])=[C:22]4[CH3:30])[C@@H:17]([CH3:31])[C@@H:16]3[CH2:32][CH2:33][C:34]([OH:36])=[O:35]. The catalyst class is: 574. (2) Reactant: C(OC([N:8]1[C:16]2[C:11](=[CH:12][C:13]([CH2:17][CH:18]([C:39]([O:41]C)=[O:40])[NH:19][C:20]([N:22]3[CH2:27][CH2:26][CH:25]([N:28]4[CH2:37][C:36]5[C:31](=[CH:32][CH:33]=[CH:34][CH:35]=5)[NH:30][C:29]4=[O:38])[CH2:24][CH2:23]3)=[O:21])=[CH:14][CH:15]=2)[CH:10]=[N:9]1)=O)(C)(C)C.O.[OH-].[Li+]. Product: [NH:8]1[C:16]2[C:11](=[CH:12][C:13]([CH2:17][CH:18]([NH:19][C:20]([N:22]3[CH2:27][CH2:26][CH:25]([N:28]4[CH2:37][C:36]5[C:31](=[CH:32][CH:33]=[CH:34][CH:35]=5)[NH:30][C:29]4=[O:38])[CH2:24][CH2:23]3)=[O:21])[C:39]([OH:41])=[O:40])=[CH:14][CH:15]=2)[CH:10]=[N:9]1. The catalyst class is: 193. (3) The catalyst class is: 5. Product: [NH2:8][C:6]1[CH:5]=[CH:4][C:3]([N:11]2[C:15](=[O:16])[C:14]3([CH2:20][CH2:19][CH2:18][CH2:17]3)[NH:13][C:12]2=[O:21])=[C:2]([Cl:1])[CH:7]=1. Reactant: [Cl:1][C:2]1[CH:7]=[C:6]([N+:8]([O-])=O)[CH:5]=[CH:4][C:3]=1[N:11]1[C:15](=[O:16])[C:14]2([CH2:20][CH2:19][CH2:18][CH2:17]2)[NH:13][C:12]1=[O:21]. (4) Reactant: [CH3:1][N:2]([C:10]1[N:15]=[CH:14][C:13]([C:16]2[CH:21]=[C:20]([O:22][C:23]3[CH:24]=[N:25][C:26]([N+:29]([O-])=O)=[CH:27][CH:28]=3)[CH:19]=[CH:18][N:17]=2)=[CH:12][CH:11]=1)[C:3](=[O:9])[O:4][C:5]([CH3:8])([CH3:7])[CH3:6]. Product: [NH2:29][C:26]1[N:25]=[CH:24][C:23]([O:22][C:20]2[CH:19]=[CH:18][N:17]=[C:16]([C:13]3[CH:14]=[N:15][C:10]([N:2]([CH3:1])[C:3](=[O:9])[O:4][C:5]([CH3:6])([CH3:7])[CH3:8])=[CH:11][CH:12]=3)[CH:21]=2)=[CH:28][CH:27]=1. The catalyst class is: 99. (5) Reactant: [F:1][C:2]1[N:7]=[C:6]([C:8]2[CH:9]=[N:10][CH:11]=[CH:12][CH:13]=2)[CH:5]=[CH:4][C:3]=1B(O)O.Cl[C:18]1[N:23]=[C:22]([CH3:24])[N:21]=[C:20]([N:25]([CH2:35][C:36]2[CH:41]=[CH:40][C:39]([O:42][CH3:43])=[CH:38][CH:37]=2)[CH2:26][C:27]2[CH:32]=[CH:31][C:30]([O:33][CH3:34])=[CH:29][CH:28]=2)[N:19]=1.CC(N)CC1C=CC=CC=1.OP(O)(O)=O.C([O-])(=O)C.[K+]. Product: [F:1][C:2]1[N:7]=[C:6]([C:8]2[CH:9]=[N:10][CH:11]=[CH:12][CH:13]=2)[CH:5]=[CH:4][C:3]=1[C:18]1[N:23]=[C:22]([CH3:24])[N:21]=[C:20]([N:25]([CH2:26][C:27]2[CH:28]=[CH:29][C:30]([O:33][CH3:34])=[CH:31][CH:32]=2)[CH2:35][C:36]2[CH:37]=[CH:38][C:39]([O:42][CH3:43])=[CH:40][CH:41]=2)[N:19]=1. The catalyst class is: 38. (6) Reactant: C(=O)([O-])[O-].[K+].[K+].CN(C)C(=O)[S:10][C:11]1[CH:16]=[CH:15][C:14]([Br:17])=[CH:13][C:12]=1[O:18][CH3:19].O.Cl. Product: [Br:17][C:14]1[CH:15]=[CH:16][C:11]([SH:10])=[C:12]([O:18][CH3:19])[CH:13]=1. The catalyst class is: 5. (7) Reactant: [CH:1]1([NH:4][C:5](=[O:24])[C:6]([NH:8][C:9]2[C:10]([NH:15][C:16]3[CH:21]=[CH:20][C:19]([CH3:22])=[C:18]([F:23])[CH:17]=3)=[N:11][CH:12]=[CH:13][CH:14]=2)=O)[CH2:3][CH2:2]1.C(O)CO. Product: [CH:1]1([NH:4][C:5]([C:6]2[N:15]([C:16]3[CH:21]=[CH:20][C:19]([CH3:22])=[C:18]([F:23])[CH:17]=3)[C:10]3=[N:11][CH:12]=[CH:13][CH:14]=[C:9]3[N:8]=2)=[O:24])[CH2:3][CH2:2]1. The catalyst class is: 801. (8) Reactant: [Br:1][C:2]1[S:3][C:4]2[C:10]([OH:11])=[C:9]([CH:12]([OH:18])[C:13]([O:15][CH2:16][CH3:17])=[O:14])[C:8]([CH3:19])=[CH:7][C:5]=2[N:6]=1.C(N(CC)CC)C.[F:27][C:28]([F:41])([F:40])[S:29](O[S:29]([C:28]([F:41])([F:40])[F:27])(=[O:31])=[O:30])(=[O:31])=[O:30].[NH4+].[Cl-]. The catalyst class is: 2. Product: [Br:1][C:2]1[S:3][C:4]2[C:10]([O:11][S:29]([C:28]([F:41])([F:40])[F:27])(=[O:31])=[O:30])=[C:9]([CH:12]([OH:18])[C:13]([O:15][CH2:16][CH3:17])=[O:14])[C:8]([CH3:19])=[CH:7][C:5]=2[N:6]=1.